Dataset: Catalyst prediction with 721,799 reactions and 888 catalyst types from USPTO. Task: Predict which catalyst facilitates the given reaction. (1) Reactant: [N+:1]([C:4]1[CH:5]=[C:6]([CH:9]=[CH:10][CH:11]=1)[CH:7]=O)([O-:3])=[O:2].[CH2:12]([O:14][C:15](=[O:36])[CH:16]=P(C1C=CC=CC=1)(C1C=CC=CC=1)C1C=CC=CC=1)[CH3:13]. Product: [CH2:12]([O:14][C:15](=[O:36])[CH:16]=[CH:7][C:6]1[CH:9]=[CH:10][CH:11]=[C:4]([N+:1]([O-:3])=[O:2])[CH:5]=1)[CH3:13]. The catalyst class is: 2. (2) Reactant: BrC1C=CC([C@@H](N)C)=CC=1.[Br:11][C:12]1[CH:17]=[CH:16][C:15]([C@@H:18]([N:20]2[CH2:26][CH2:25][CH2:24][C:23]([CH2:33][C:34]([CH3:36])=[CH2:35])([C:27]3[CH:32]=[CH:31][CH:30]=[CH:29][CH:28]=3)[O:22]C2=O)[CH3:19])=[CH:14][CH:13]=1.C([O-])([O-])=O.[K+].[K+]. Product: [Br:11][C:12]1[CH:13]=[CH:14][C:15]([C@@H:18]([NH:20][CH2:26][CH2:25][CH2:24][C:23]([C:27]2[CH:28]=[CH:29][CH:30]=[CH:31][CH:32]=2)([OH:22])[CH2:33][C:34]([CH3:36])=[CH2:35])[CH3:19])=[CH:16][CH:17]=1. The catalyst class is: 23. (3) Reactant: C(OC([N:8]1[CH2:13][CH2:12][CH:11]([NH:14][C:15](=[O:33])[C:16]2[CH:21]=[C:20]([O:22][CH3:23])[CH:19]=[C:18]([O:24][CH2:25][CH:26]3[CH2:30][O:29]C(C)(C)[O:27]3)[CH:17]=2)[CH2:10][CH2:9]1)=O)(C)(C)C.[F:34][C:35]([F:40])([F:39])[C:36]([OH:38])=[O:37]. Product: [F:34][C:35]([F:40])([F:39])[C:36]([OH:38])=[O:37].[OH:27][CH:26]([CH2:30][OH:29])[CH2:25][O:24][C:18]1[CH:17]=[C:16]([CH:21]=[C:20]([O:22][CH3:23])[CH:19]=1)[C:15]([NH:14][CH:11]1[CH2:12][CH2:13][NH:8][CH2:9][CH2:10]1)=[O:33]. The catalyst class is: 2. (4) Reactant: Br[C:2]1[CH:9]=[C:8]([N:10]2[C:14]3[O:15][C:16]([CH3:20])=[CH:17][C:18](=[O:19])[C:13]=3[C:12]([CH3:21])=[N:11]2)[CH:7]=[CH:6][C:3]=1[C:4]#[N:5].[NH2:22][CH:23]1[CH2:28][CH2:27][O:26][CH2:25][CH2:24]1.CC(C)([O-])C.[Na+].C1C=CC(P(C2C(C3C(P(C4C=CC=CC=4)C4C=CC=CC=4)=CC=C4C=3C=CC=C4)=C3C(C=CC=C3)=CC=2)C2C=CC=CC=2)=CC=1. Product: [CH3:21][C:12]1[C:13]2[C:18](=[O:19])[CH:17]=[C:16]([CH3:20])[O:15][C:14]=2[N:10]([C:8]2[CH:7]=[CH:6][C:3]([C:4]#[N:5])=[C:2]([NH:22][CH:23]3[CH2:28][CH2:27][O:26][CH2:25][CH2:24]3)[CH:9]=2)[N:11]=1. The catalyst class is: 101. (5) Reactant: [O:1]1[CH2:5][CH2:4][CH2:3][CH2:2]1.C[Mg]Br.[CH3:9][CH:10]([CH3:14])[CH2:11]C#C.O1CCCC1.C1OC1.[Cl-].[NH4+]. Product: [CH3:9][CH:10]([CH3:14])[CH2:11][C:5]#[C:4][CH2:3][CH2:2][OH:1]. The catalyst class is: 7. (6) The catalyst class is: 641. Product: [I:5][C:6]1[CH:14]=[CH:13][C:9]([C:10]([C:18]2[CH:19]=[CH:20][C:15]([O:21][CH3:22])=[CH:16][CH:17]=2)=[O:11])=[CH:8][CH:7]=1. Reactant: [Cl-].[Al+3].[Cl-].[Cl-].[I:5][C:6]1[CH:14]=[CH:13][C:9]([C:10](Cl)=[O:11])=[CH:8][CH:7]=1.[C:15]1([O:21][CH3:22])[CH:20]=[CH:19][CH:18]=[CH:17][CH:16]=1. (7) Reactant: [CH2:1]([C:3]1[N:7]([C:8]2[N:16]=[C:15]3[C:11]([N:12]=[C:13]([CH:18]=O)[N:14]3[CH3:17])=[C:10]([N:20]3[CH2:25][CH2:24][O:23][CH2:22][CH2:21]3)[N:9]=2)[C:6]2[CH:26]=[CH:27][CH:28]=[CH:29][C:5]=2[N:4]=1)[CH3:2].[CH3:30][N:31]([CH3:39])[C:32]([C@H:34]1[CH2:38][CH2:37][NH:36][CH2:35]1)=[O:33].C(O[BH-](OC(=O)C)OC(=O)C)(=O)C.[Na+]. Product: [CH2:1]([C:3]1[N:7]([C:8]2[N:16]=[C:15]3[C:11]([N:12]=[C:13]([CH2:18][N:36]4[CH2:37][CH2:38][C@H:34]([C:32]([N:31]([CH3:39])[CH3:30])=[O:33])[CH2:35]4)[N:14]3[CH3:17])=[C:10]([N:20]3[CH2:25][CH2:24][O:23][CH2:22][CH2:21]3)[N:9]=2)[C:6]2[CH:26]=[CH:27][CH:28]=[CH:29][C:5]=2[N:4]=1)[CH3:2]. The catalyst class is: 26.